Dataset: Reaction yield outcomes from USPTO patents with 853,638 reactions. Task: Predict the reaction yield, written as a fraction of the theoretical maximum amount of product (1.0 means a 100% yield; for example, 0.34 means a 34% yield). (1) The reactants are Cl[C:2]1[N:7]=[C:6](Cl)[CH:5]=[C:4](/[CH:9]=[CH:10]/[C:11]2[CH:16]=[CH:15][CH:14]=[CH:13][CH:12]=2)[N:3]=1.[CH3:17][O-:18].[Na+].[CH3:20][OH:21]. No catalyst specified. The product is [CH3:17][O:18][C:2]1[N:7]=[C:6]([O:21][CH3:20])[CH:5]=[C:4](/[CH:9]=[CH:10]/[C:11]2[CH:16]=[CH:15][CH:14]=[CH:13][CH:12]=2)[N:3]=1. The yield is 0.360. (2) The reactants are [CH3:1][O:2][C:3]([C:5]1[N:6]=[C:7]2[N:18]([CH2:19][CH2:20][N:21]3[CH2:26][CH2:25][NH:24][CH2:23][CH2:22]3)[C:17]3[CH:27]=[CH:28][CH:29]=[CH:30][C:16]=3[N:8]2[C:9](=[O:15])[C:10]=1[O:11][C:12](=[O:14])[CH3:13])=[O:4].C(N(C(C)C)CC)(C)C.[CH3:40][O:41][CH2:42]Cl. The catalyst is ClCCl. The product is [CH3:1][O:2][C:3]([C:5]1[N:6]=[C:7]2[N:18]([CH2:19][CH2:20][N:21]3[CH2:22][CH2:23][N:24]([CH2:40][O:41][CH3:42])[CH2:25][CH2:26]3)[C:17]3[CH:27]=[CH:28][CH:29]=[CH:30][C:16]=3[N:8]2[C:9](=[O:15])[C:10]=1[O:11][C:12](=[O:14])[CH3:13])=[O:4]. The yield is 0.280. (3) The product is [F:46][C:47]1[CH:48]=[CH:49][C:50]([C:53]2[O:57][N:56]=[C:55]([C:58]([N:40]3[CH2:39][C@H:38]([CH2:41][CH:42]([CH3:44])[CH3:43])[NH:37][C:36](=[O:45])[C@@H:35]3[CH2:31][CH:32]([CH3:34])[CH3:33])=[O:59])[N:54]=2)=[CH:51][CH:52]=1. No catalyst specified. The yield is 0.700. The reactants are C([C@@H]1N(C(=O)C2C=CC(OC3C=CC=CC=3)=CC=2)C[C@H](CC(C)C)NC1=O)C(C)C.[CH2:31]([C@@H:35]1[NH:40][CH2:39][C@H:38]([CH2:41][CH:42]([CH3:44])[CH3:43])[NH:37][C:36]1=[O:45])[CH:32]([CH3:34])[CH3:33].[F:46][C:47]1[CH:52]=[CH:51][C:50]([C:53]2[O:57][N:56]=[C:55]([C:58](O)=[O:59])[N:54]=2)=[CH:49][CH:48]=1. (4) The reactants are [Br:1][C:2]1[CH:7]=[N:6][C:5]([O:8]C)=[C:4]2[N:10]([S:13]([C:16]3[CH:22]=[CH:21][C:19]([CH3:20])=[CH:18][CH:17]=3)(=[O:15])=[O:14])[CH:11]=[CH:12][C:3]=12.Cl. The catalyst is O1CCOCC1. The product is [Br:1][C:2]1[C:3]2[CH:12]=[CH:11][N:10]([S:13]([C:16]3[CH:22]=[CH:21][C:19]([CH3:20])=[CH:18][CH:17]=3)(=[O:15])=[O:14])[C:4]=2[C:5](=[O:8])[NH:6][CH:7]=1. The yield is 0.940. (5) The reactants are [I:1][C:2]1[CH:3]=[C:4]2[C:8](=[CH:9][CH:10]=1)[NH:7][CH:6]=[CH:5]2.C(N(CC)CC)C.[C:18](OC(=O)C)(=[O:20])[CH3:19].ClCCCl. The catalyst is CN(C1C=CN=CC=1)C.C(OCC)(=O)C. The product is [I:1][C:2]1[CH:3]=[C:4]2[C:8](=[CH:9][CH:10]=1)[N:7]([C:18](=[O:20])[CH3:19])[CH:6]=[CH:5]2. The yield is 0.960.